From a dataset of Forward reaction prediction with 1.9M reactions from USPTO patents (1976-2016). Predict the product of the given reaction. (1) Given the reactants [H-].[H-].[H-].[H-].[Li+].[Al+3].[CH2:7]([O:14][C:15]([NH:17][CH:18]1[CH2:23][O:22][CH:21]([CH2:24][CH2:25][NH:26][C:27]2[C:32]([C:33](OCC)=[O:34])=[CH:31][N:30]=[C:29]([S:38][CH3:39])[N:28]=2)[O:20][CH2:19]1)=[O:16])[C:8]1[CH:13]=[CH:12][CH:11]=[CH:10][CH:9]=1.O.[OH-].[Na+], predict the reaction product. The product is: [OH:34][CH2:33][C:32]1[C:27]([NH:26][CH2:25][CH2:24][CH:21]2[O:22][CH2:23][CH:18]([NH:17][C:15](=[O:16])[O:14][CH2:7][C:8]3[CH:13]=[CH:12][CH:11]=[CH:10][CH:9]=3)[CH2:19][O:20]2)=[N:28][C:29]([S:38][CH3:39])=[N:30][CH:31]=1. (2) Given the reactants [O:1]1[CH2:6][CH2:5][O:4][C:3]2[CH:7]=[C:8]([CH:11]=[O:12])[CH:9]=[CH:10][C:2]1=2.[BH4-].[Na+].Cl, predict the reaction product. The product is: [O:1]1[CH2:6][CH2:5][O:4][C:3]2[CH:7]=[C:8]([CH2:11][OH:12])[CH:9]=[CH:10][C:2]1=2. (3) Given the reactants [OH:1][CH:2]([C:8]1[C:17]([CH3:18])=[CH:16][C:15]2[C:10](=[CH:11][CH:12]=[CH:13][CH:14]=2)[C:9]=1[O:19][S:20]([C:23]([F:26])([F:25])[F:24])(=[O:22])=[O:21])[C:3]([O:5][CH2:6][CH3:7])=[O:4].CC(OI1(OC(C)=O)(OC(C)=O)OC(=O)C2C=CC=CC1=2)=O.[O-]S([O-])(=S)=O.[Na+].[Na+], predict the reaction product. The product is: [CH3:18][C:17]1[C:8]([C:2](=[O:1])[C:3]([O:5][CH2:6][CH3:7])=[O:4])=[C:9]([O:19][S:20]([C:23]([F:24])([F:25])[F:26])(=[O:22])=[O:21])[C:10]2[C:15]([CH:16]=1)=[CH:14][CH:13]=[CH:12][CH:11]=2. (4) The product is: [Cl:1][CH2:2][CH2:3][CH2:4][CH2:5][N:6]1[C:14]([O:15][CH3:16])=[N:13][C:12]2[C:7]1=[N:8][C:9]([NH:35][C@H:31]([CH3:30])[CH2:32][CH2:33][CH3:34])=[N:10][C:11]=2[NH2:17]. Given the reactants [Cl:1][CH2:2][CH2:3][CH2:4][CH2:5][N:6]1[C:14]([O:15][CH3:16])=[N:13][C:12]2[C:7]1=[N:8][C:9](O[C@@H](C)CC)=[N:10][C:11]=2[NH2:17].FC(F)(F)C(O)=O.[CH3:30][C@@H:31]([NH:35]C1NC2C(N=C(OC)N=2)=C(N)N=1)[CH2:32][CH2:33][CH3:34].BrCCCCCl, predict the reaction product. (5) Given the reactants [CH3:1][O:2][C:3]1[CH:4]=[C:5]2[C:10](=[CH:11][CH:12]=1)[CH:9]=[C:8](Br)[CH:7]=[CH:6]2.[CH3:14][C:15]([OH:19])([C:17]#[CH:18])[CH3:16], predict the reaction product. The product is: [CH3:1][O:2][C:3]1[CH:4]=[C:5]2[C:10](=[CH:11][CH:12]=1)[CH:9]=[C:8]([C:18]#[C:17][C:15]([CH3:16])([OH:19])[CH3:14])[CH:7]=[CH:6]2. (6) Given the reactants Br[C:2]1[CH:3]=[C:4]([O:8][CH:9]([CH2:19][CH3:20])[C:10]([NH:12][C:13]([CH3:18])([CH3:17])[C:14]#[C:15][CH3:16])=[O:11])[CH:5]=[N:6][CH:7]=1.[CH2:21](C([Sn])=C(CCCC)CCCC)[CH2:22]CC.C(OCC)C, predict the reaction product. The product is: [CH:21]([C:2]1[CH:3]=[C:4]([O:8][CH:9]([CH2:19][CH3:20])[C:10]([NH:12][C:13]([CH3:18])([CH3:17])[C:14]#[C:15][CH3:16])=[O:11])[CH:5]=[N:6][CH:7]=1)=[CH2:22]. (7) Given the reactants N#N.C[O:4][C:5]([C:7]1[O:8][C:9]([CH2:12][N:13]2[CH:17]=[CH:16][C:15]([N+:18]([O-:20])=[O:19])=[N:14]2)=[CH:10][CH:11]=1)=O.CC(C[AlH]CC(C)C)C.[C@H](O)(C([O-])=O)[C@@H](O)C([O-])=O.[Na+].[K+], predict the reaction product. The product is: [N+:18]([C:15]1[CH:16]=[CH:17][N:13]([CH2:12][C:9]2[O:8][C:7]([CH2:5][OH:4])=[CH:11][CH:10]=2)[N:14]=1)([O-:20])=[O:19]. (8) Given the reactants [OH-].[K+].[CH3:3][O:4][C:5]1[C:14]([C:15](=[O:17])[CH3:16])=[C:13]2[C:8]([C:9](=[O:25])[C:10]([CH3:24])=[C:11]([C:18]3[CH:23]=[CH:22][CH:21]=[CH:20][CH:19]=3)[O:12]2)=[CH:7][CH:6]=1.[C:26]([C:28]1[CH:35]=[CH:34][C:31]([CH:32]=O)=[CH:30][CH:29]=1)#[N:27], predict the reaction product. The product is: [CH3:24][C:10]1[C:9](=[O:25])[C:8]2[C:13](=[C:14]([C:15](=[O:17])[CH:16]=[CH:32][C:31]3[CH:34]=[CH:35][C:28]([C:26]#[N:27])=[CH:29][CH:30]=3)[C:5]([O:4][CH3:3])=[CH:6][CH:7]=2)[O:12][C:11]=1[C:18]1[CH:19]=[CH:20][CH:21]=[CH:22][CH:23]=1.